This data is from Catalyst prediction with 721,799 reactions and 888 catalyst types from USPTO. The task is: Predict which catalyst facilitates the given reaction. Reactant: [N+:1]([CH2:4][CH2:5][CH3:6])([O-:3])=[O:2].[C:7](=O)([O-])[O-].[K+].[K+].[C:13]([O:17][CH3:18])(=[O:16])[CH:14]=[CH2:15]. Product: [CH3:15][CH:14]([CH2:7][CH:4]([N+:1]([O-:3])=[O:2])[CH2:5][CH3:6])[C:13]([O:17][CH3:18])=[O:16]. The catalyst class is: 5.